This data is from Full USPTO retrosynthesis dataset with 1.9M reactions from patents (1976-2016). The task is: Predict the reactants needed to synthesize the given product. (1) Given the product [Br:1][C:2]1[CH:8]=[C:7]([C:14]2[CH:15]=[CH:16][C:11]([F:10])=[CH:12][CH:13]=2)[C:5]([NH2:6])=[CH:4][CH:3]=1, predict the reactants needed to synthesize it. The reactants are: [Br:1][C:2]1[CH:8]=[CH:7][C:5]([NH2:6])=[CH:4][CH:3]=1.[Cl-].[F:10][C:11]1[CH:16]=[CH:15][C:14]([N+]#N)=[CH:13][CH:12]=1. (2) Given the product [F:28][C:9]1([F:8])[CH2:12][CH:11]([O:13][C:14]2[CH:15]=[C:16]([CH2:20][C:21]([OH:23])=[O:22])[CH:17]=[N:18][CH:19]=2)[CH2:10]1, predict the reactants needed to synthesize it. The reactants are: FC(F)(F)C(O)=O.[F:8][C:9]1([F:28])[CH2:12][CH:11]([O:13][C:14]2[CH:15]=[C:16]([CH2:20][C:21]([O:23]C(C)(C)C)=[O:22])[CH:17]=[N:18][CH:19]=2)[CH2:10]1. (3) Given the product [NH2:10][CH2:9][CH:6]1[CH2:7][CH2:8][C:3]([CH2:1][CH3:2])([OH:21])[CH2:4][CH2:5]1, predict the reactants needed to synthesize it. The reactants are: [CH2:1]([C:3]1([OH:21])[CH2:8][CH2:7][CH:6]([CH2:9][NH:10]C(=O)OCC2C=CC=CC=2)[CH2:5][CH2:4]1)[CH3:2]. (4) Given the product [F:1][C:2]([F:13])([F:12])[O:3][C:4]1[CH:11]=[CH:10][C:7]([CH:8]=[CH:17][N+:14]([O-:16])=[O:15])=[CH:6][CH:5]=1, predict the reactants needed to synthesize it. The reactants are: [F:1][C:2]([F:13])([F:12])[O:3][C:4]1[CH:11]=[CH:10][C:7]([CH:8]=O)=[CH:6][CH:5]=1.[N+:14]([CH3:17])([O-:16])=[O:15].C([O-])(=O)C.[NH4+]. (5) Given the product [OH:6][CH:7]1[CH2:12][CH2:11][N:10]([C:14]#[N:15])[CH2:9][CH2:8]1, predict the reactants needed to synthesize it. The reactants are: C(=O)(O)[O-].[Na+].[OH:6][CH:7]1[CH2:12][CH2:11][NH:10][CH2:9][CH2:8]1.Br[C:14]#[N:15]. (6) Given the product [F:29][C:2]([F:1])([F:28])[C@@:3]([CH2:18][S:19][C:21]1[CH:22]=[CH:23][C:24]([CH3:27])=[CH:25][CH:26]=1)([OH:17])[CH2:4][C:5]([C:8]1[CH:13]=[C:12]([F:14])[CH:11]=[CH:10][C:9]=1[O:15][CH3:16])([CH3:7])[CH3:6], predict the reactants needed to synthesize it. The reactants are: [F:1][C:2]([F:29])([F:28])[C@@:3]([CH2:18][S@:19]([C:21]1[CH:26]=[CH:25][C:24]([CH3:27])=[CH:23][CH:22]=1)=O)([OH:17])[CH2:4][C:5]([C:8]1[CH:13]=[C:12]([F:14])[CH:11]=[CH:10][C:9]=1[O:15][CH3:16])([CH3:7])[CH3:6].[I-].[Na+].FC(F)(F)C(OC(=O)C(F)(F)F)=O. (7) Given the product [Cl:1][C:2]1[CH:7]=[CH:6][C:5]([S:8]([N:19]([CH2:20][C:21]2[CH:22]=[CH:23][C:24]([C:25]([O:27][CH3:28])=[O:26])=[CH:29][CH:30]=2)[CH:14]2[CH2:15][CH2:16][CH2:17][CH2:18][CH:13]2[F:12])(=[O:10])=[O:9])=[CH:4][CH:3]=1, predict the reactants needed to synthesize it. The reactants are: [Cl:1][C:2]1[CH:7]=[CH:6][C:5]([S:8](Cl)(=[O:10])=[O:9])=[CH:4][CH:3]=1.[F:12][CH:13]1[CH2:18][CH2:17][CH2:16][CH2:15][CH:14]1[NH:19][CH2:20][C:21]1[CH:30]=[CH:29][C:24]([C:25]([O:27][CH3:28])=[O:26])=[CH:23][CH:22]=1.C(N(CC)CC)C.